This data is from Catalyst prediction with 721,799 reactions and 888 catalyst types from USPTO. The task is: Predict which catalyst facilitates the given reaction. (1) Reactant: C1(P(C2C=CC=CC=2)C2C=CC=CC=2)C=CC=CC=1.[C:20]([O:24][C:25]([N:27]1[CH2:32][CH2:31][N:30]([CH2:33][CH2:34][CH2:35]O)[CH2:29][CH2:28]1)=[O:26])([CH3:23])([CH3:22])[CH3:21].[Br:37]C(Br)(Br)Br.C(=O)([O-])[O-].[Na+].[Na+]. Product: [C:20]([O:24][C:25]([N:27]1[CH2:32][CH2:31][N:30]([CH2:33][CH2:34][CH2:35][Br:37])[CH2:29][CH2:28]1)=[O:26])([CH3:23])([CH3:22])[CH3:21]. The catalyst class is: 56. (2) Reactant: [O:1]([C:8]1[CH:17]=[CH:16][CH:15]=[C:14]2[C:9]=1[CH2:10][CH2:11][CH2:12][NH:13]2)[C:2]1[CH:7]=[CH:6][CH:5]=[CH:4][CH:3]=1.[NH:18]1[CH:22]=[CH:21][N:20]=[C:19]1[CH:23]=O.C([BH3-])#N.[Na+]. Product: [NH:18]1[CH:22]=[CH:21][N:20]=[C:19]1[CH2:23][N:13]1[C:14]2[C:9](=[C:8]([O:1][C:2]3[CH:3]=[CH:4][CH:5]=[CH:6][CH:7]=3)[CH:17]=[CH:16][CH:15]=2)[CH2:10][CH2:11][CH2:12]1. The catalyst class is: 466. (3) Reactant: [C:1]([N:5]1[C:13]2[CH:12]=[CH:11][N:10]=[C:9]([O:14][CH3:15])[C:8]=2[C:7](=[O:16])[NH:6]1)([CH3:4])([CH3:3])[CH3:2].N1C=CC=CC=1.[F:23][C:24]([F:37])([F:36])[S:25](O[S:25]([C:24]([F:37])([F:36])[F:23])(=[O:27])=[O:26])(=[O:27])=[O:26].[Cl-].[NH4+]. Product: [F:23][C:24]([F:37])([F:36])[S:25]([O:16][C:7]1[C:8]2[C:9]([O:14][CH3:15])=[N:10][CH:11]=[CH:12][C:13]=2[N:5]([C:1]([CH3:4])([CH3:3])[CH3:2])[N:6]=1)(=[O:27])=[O:26]. The catalyst class is: 10. (4) Reactant: [OH:1][C@@H:2]1[CH2:6][CH2:5][N:4]([C:7]([O:9][C:10]([CH3:13])([CH3:12])[CH3:11])=[O:8])[CH2:3]1.[H-].[Na+].Cl[C:17]1[CH:22]=[CH:21][C:20]([N+:23]([O-:25])=[O:24])=[CH:19][N:18]=1. Product: [N+:23]([C:20]1[CH:21]=[CH:22][C:17]([O:1][C@@H:2]2[CH2:6][CH2:5][N:4]([C:7]([O:9][C:10]([CH3:13])([CH3:12])[CH3:11])=[O:8])[CH2:3]2)=[N:18][CH:19]=1)([O-:25])=[O:24]. The catalyst class is: 1. (5) Reactant: [CH3:1][Sn:2](Cl)([CH3:4])[CH3:3].[Na].Cl[C:8]1[CH:13]=[CH:12][C:11]([O:14][CH2:15][O:16][CH3:17])=[CH:10][N:9]=1. Product: [CH3:17][O:16][CH2:15][O:14][C:11]1[CH:12]=[CH:13][C:8]([Sn:2]([CH3:4])([CH3:3])[CH3:1])=[N:9][CH:10]=1. The catalyst class is: 57.